From a dataset of Full USPTO retrosynthesis dataset with 1.9M reactions from patents (1976-2016). Predict the reactants needed to synthesize the given product. (1) Given the product [CH3:1][C:2]1([CH3:11])[O:6][C@@H:5]2[CH2:7][CH2:8][C:9](=[O:10])[C@@H:4]2[O:3]1.[CH3:1][C:2]1([CH3:11])[O:6][C@@H:5]2[CH2:7][CH2:8][C@H:9]([OH:10])[C@@H:4]2[O:3]1, predict the reactants needed to synthesize it. The reactants are: [CH3:1][C:2]1([CH3:11])[O:6][C@@H:5]2[CH:7]=[CH:8][C@H:9]([OH:10])[C@@H:4]2[O:3]1. (2) Given the product [CH3:3][O:15][C:7]1[CH:8]=[CH:9][CH:10]=[C:11]([N+:12]([O-:14])=[O:13])[C:6]=1[NH2:5], predict the reactants needed to synthesize it. The reactants are: [OH-].[Na+].[CH3:3]I.[NH2:5][C:6]1[C:11]([N+:12]([O-:14])=[O:13])=[CH:10][CH:9]=[CH:8][C:7]=1[OH:15].